From a dataset of Experimentally validated miRNA-target interactions with 360,000+ pairs, plus equal number of negative samples. Binary Classification. Given a miRNA mature sequence and a target amino acid sequence, predict their likelihood of interaction. Result: 0 (no interaction). The miRNA is hsa-miR-6732-3p with sequence UAACCCUGUCCUCUCCCUCCCAG. The protein sequence of the target gene is MLSSRAEAAMTAADRAIQRFLRTGAAVRYKVMKNWGVIGGIAAALAAGIYVIWGPITERKKRRKGLVPGLVNLGNTCFMNSLLQGLSACPAFIRWLEEFTSQYSRDQKEPPSHQYLSLTLLHLLKALSCQEVTDDEVLDASCLLDVLRMYRWQISSFEEQDAHELFHVITSSLEDERDRQPRVTHLFDVHSLEQQSEITPKQITCRTRGSPHPTSNHWKSQHPFHGRLTSNMVCKHCEHQSPVRFDTFDSLSLSIPAATWGHPLTLDHCLHHFISSESVRDVVCDNCTKIEAKGTLNGEK....